From a dataset of Forward reaction prediction with 1.9M reactions from USPTO patents (1976-2016). Predict the product of the given reaction. (1) Given the reactants [CH3:1][O:2][C:3]([C:5]1[N:6]([CH2:26][C:27]#[N:28])[C:7]2[C:12]([C:13]=1[C:14]1[CH:19]=[CH:18][C:17]([O:20][CH3:21])=[CH:16][CH:15]=1)=[CH:11][C:10]([O:22][CH3:23])=[C:9]([O:24][CH3:25])[CH:8]=2)=[O:4].[ClH:29].CCOC(C)=O, predict the reaction product. The product is: [ClH:29].[CH3:1][O:2][C:3]([C:5]1[N:6]([CH2:26][CH2:27][NH2:28])[C:7]2[C:12]([C:13]=1[C:14]1[CH:15]=[CH:16][C:17]([O:20][CH3:21])=[CH:18][CH:19]=1)=[CH:11][C:10]([O:22][CH3:23])=[C:9]([O:24][CH3:25])[CH:8]=2)=[O:4]. (2) Given the reactants [F:1][C:2]1[CH:19]=[C:18]([N+:20]([O-:22])=[O:21])[CH:17]=[CH:16][C:3]=1[O:4][C:5]1[CH:10]=[CH:9][N:8]=[C:7]2[CH:11]=[C:12]([S:14][CH3:15])[S:13][C:6]=12.C1C=C(Cl)C=C(C(OO)=[O:31])C=1.O, predict the reaction product. The product is: [F:1][C:2]1[CH:19]=[C:18]([N+:20]([O-:22])=[O:21])[CH:17]=[CH:16][C:3]=1[O:4][C:5]1[CH:10]=[CH:9][N:8]=[C:7]2[CH:11]=[C:12]([S:14]([CH3:15])=[O:31])[S:13][C:6]=12. (3) Given the reactants [BH4-].[Na+].[CH2:3]([N:7]1[C:11]([CH:12]=[O:13])=[C:10]([Cl:14])[N:9]=[C:8]1[C:15]1[C:20]([CH3:21])=[CH:19][CH:18]=[CH:17][C:16]=1[CH3:22])[CH2:4][CH2:5][CH3:6], predict the reaction product. The product is: [CH2:3]([N:7]1[C:11]([CH2:12][OH:13])=[C:10]([Cl:14])[N:9]=[C:8]1[C:15]1[C:16]([CH3:22])=[CH:17][CH:18]=[CH:19][C:20]=1[CH3:21])[CH2:4][CH2:5][CH3:6]. (4) Given the reactants [C:1]([NH:4][C:5]1[N:6]=[C:7]2[C:12](=[CH:13][CH:14]=1)[N:11]=[CH:10][C:9]([C:15]#[N:16])=[C:8]2O)(=[O:3])[CH3:2].O=P(Cl)(Cl)[Cl:20], predict the reaction product. The product is: [C:1]([NH:4][C:5]1[N:6]=[C:7]2[C:12](=[CH:13][CH:14]=1)[N:11]=[CH:10][C:9]([C:15]#[N:16])=[C:8]2[Cl:20])(=[O:3])[CH3:2]. (5) The product is: [OH:3][CH2:4][C:6]1[CH:7]=[C:8]2[C:12](=[C:13]([N+:15]([O-:17])=[O:16])[CH:14]=1)[NH:11][C:10]([C:18]1[CH:19]=[CH:20][CH:21]=[CH:22][CH:23]=1)=[CH:9]2. Given the reactants C([O:3][C:4]([C:6]1[CH:7]=[C:8]2[C:12](=[C:13]([N+:15]([O-:17])=[O:16])[CH:14]=1)[NH:11][C:10]([C:18]1[CH:23]=[CH:22][CH:21]=[CH:20][CH:19]=1)=[CH:9]2)=O)C.[Li+].[BH4-].O, predict the reaction product. (6) Given the reactants C(O[CH:4]([OH:9])[C:5]([F:8])([F:7])[F:6])C.[C:10]1([CH3:19])[CH:15]=[CH:14][C:13]([C:16]([NH2:18])=[O:17])=[CH:12][CH:11]=1.O1CCOCC1, predict the reaction product. The product is: [CH3:19][C:10]1[CH:15]=[CH:14][C:13]([C:16]([NH:18][CH:4]([OH:9])[C:5]([F:6])([F:7])[F:8])=[O:17])=[CH:12][CH:11]=1.